Dataset: Full USPTO retrosynthesis dataset with 1.9M reactions from patents (1976-2016). Task: Predict the reactants needed to synthesize the given product. (1) Given the product [CH:18]([N:15]1[C:16]2[CH:17]=[C:9]3[N:8]=[C:7]([C:3]4[C:2]([NH:1][C:30]([C:26]5[O:25][CH:29]=[CH:28][CH:27]=5)=[O:31])=[CH:6][NH:5][N:4]=4)[NH:24][C:10]3=[CH:11][C:12]=2[C:13]([CH3:22])([CH3:23])[C:14]1=[O:21])([CH3:19])[CH3:20], predict the reactants needed to synthesize it. The reactants are: [NH2:1][C:2]1[C:3]([C:7]2[NH:24][C:10]3=[CH:11][C:12]4[C:13]([CH3:23])([CH3:22])[C:14](=[O:21])[N:15]([CH:18]([CH3:20])[CH3:19])[C:16]=4[CH:17]=[C:9]3[N:8]=2)=[N:4][NH:5][CH:6]=1.[O:25]1[CH:29]=[CH:28][CH:27]=[C:26]1[C:30](Cl)=[O:31]. (2) Given the product [OH:2][CH2:1][CH2:4][C:5]1[N:6]=[C:7]([S:10][C:11]([CH3:16])([CH3:15])[C:12]([OH:14])=[O:13])[S:8][CH:9]=1, predict the reactants needed to synthesize it. The reactants are: [C:1]([CH2:4][C:5]1[N:6]=[C:7]([S:10][C:11]([CH3:16])([CH3:15])[C:12]([OH:14])=[O:13])[S:8][CH:9]=1)(O)=[O:2].